This data is from Peptide-MHC class II binding affinity with 134,281 pairs from IEDB. The task is: Regression. Given a peptide amino acid sequence and an MHC pseudo amino acid sequence, predict their binding affinity value. This is MHC class II binding data. (1) The peptide sequence is VHVSFVMAYPEMLAA. The MHC is DRB3_0101 with pseudo-sequence DRB3_0101. The binding affinity (normalized) is 0.617. (2) The peptide sequence is VALFAVFLGSAHGIP. The MHC is HLA-DQA10501-DQB10201 with pseudo-sequence HLA-DQA10501-DQB10201. The binding affinity (normalized) is 0.320.